Dataset: Catalyst prediction with 721,799 reactions and 888 catalyst types from USPTO. Task: Predict which catalyst facilitates the given reaction. (1) Reactant: [C:1]([O:5][C:6]([NH:8][C@H:9]([CH2:25][OH:26])[CH2:10][CH2:11][CH2:12][CH2:13][NH:14][C:15](=[O:24])[O:16][CH2:17][C:18]1[CH:23]=[CH:22][CH:21]=[CH:20][CH:19]=1)=[O:7])([CH3:4])([CH3:3])[CH3:2].C(N(CC)CC)C. Product: [CH2:17]([O:16][C:15]([NH:14][CH2:13][CH2:12][CH2:11][CH2:10][C@H:9]([NH:8][C:6]([O:5][C:1]([CH3:4])([CH3:3])[CH3:2])=[O:7])[CH:25]=[O:26])=[O:24])[C:18]1[CH:19]=[CH:20][CH:21]=[CH:22][CH:23]=1. The catalyst class is: 633. (2) Reactant: [F:1][C:2]1[CH:3]=[C:4]([CH:15]=[CH:16][C:17]=1[C:18]([OH:21])([CH3:20])[CH3:19])[C:5]([O:7]CC1C=CC=CC=1)=[O:6].[H][H]. Product: [F:1][C:2]1[CH:3]=[C:4]([CH:15]=[CH:16][C:17]=1[C:18]([OH:21])([CH3:19])[CH3:20])[C:5]([OH:7])=[O:6]. The catalyst class is: 19.